Dataset: Cav3 T-type calcium channel HTS with 100,875 compounds. Task: Binary Classification. Given a drug SMILES string, predict its activity (active/inactive) in a high-throughput screening assay against a specified biological target. The drug is O(C(C)(C)C)C(=O)C(NC(=O)c1nc[nH]c1C(=O)NCC(OC(C)(C)C)=O)CC(C)C. The result is 0 (inactive).